Task: Regression/Classification. Given a drug SMILES string, predict its absorption, distribution, metabolism, or excretion properties. Task type varies by dataset: regression for continuous measurements (e.g., permeability, clearance, half-life) or binary classification for categorical outcomes (e.g., BBB penetration, CYP inhibition). Dataset: cyp2d6_veith.. Dataset: CYP2D6 inhibition data for predicting drug metabolism from PubChem BioAssay (1) The molecule is O=C(Nc1c2c(nn1-c1ccc(F)cc1)CS(=O)(=O)C2)C12CC3CC(CC(C3)C1)C2. The result is 0 (non-inhibitor). (2) The drug is COc1ccc2[nH]c(=O)c(NC(N)=S)nc2c1. The result is 0 (non-inhibitor). (3) The drug is COc1ccc(NC(=O)c2ncn[nH]2)cc1. The result is 0 (non-inhibitor). (4) The molecule is COc1ccc(-c2nc3cnc(OC)nc3n(C3CC3)c2=O)cc1. The result is 0 (non-inhibitor). (5) The compound is Cc1nc2c(c(-c3ccccc3)c1C#N)C(=O)c1ccccc1-2. The result is 0 (non-inhibitor). (6) The drug is Cc1ccc(NCCC(=O)c2ccc(Cl)cc2)cc1C. The result is 0 (non-inhibitor). (7) The drug is O=c1c(-c2cccs2)nc2cncnc2n1-c1ccccc1. The result is 0 (non-inhibitor). (8) The drug is COCCn1c(=O)c(-c2cccc(C#N)c2)nc2cnc(Oc3cccc(Cl)c3)nc21. The result is 0 (non-inhibitor). (9) The molecule is CCOC(=O)C1=C(CSc2nc3ccccc3s2)NC(=O)NC1c1cccc([N+](=O)[O-])c1. The result is 0 (non-inhibitor).